From a dataset of Retrosynthesis with 50K atom-mapped reactions and 10 reaction types from USPTO. Predict the reactants needed to synthesize the given product. (1) The reactants are: COc1cc(N)c2nccc(C)c2c1.OCCCCCCCl. Given the product COc1cc(NCCCCCCO)c2nccc(C)c2c1, predict the reactants needed to synthesize it. (2) Given the product CCc1cc(Oc2ccc(C(O)C(Cc3cccc(OC(F)(F)C(F)F)c3)C(=O)O)cc2)ccc1Cl, predict the reactants needed to synthesize it. The reactants are: CCOC(=O)C(Cc1cccc(OC(F)(F)C(F)F)c1)C(O)c1ccc(Oc2ccc(Cl)c(CC)c2)cc1.